Dataset: NCI-60 drug combinations with 297,098 pairs across 59 cell lines. Task: Regression. Given two drug SMILES strings and cell line genomic features, predict the synergy score measuring deviation from expected non-interaction effect. (1) Cell line: SK-OV-3. Drug 2: CC1=C2C(C(=O)C3(C(CC4C(C3C(C(C2(C)C)(CC1OC(=O)C(C(C5=CC=CC=C5)NC(=O)OC(C)(C)C)O)O)OC(=O)C6=CC=CC=C6)(CO4)OC(=O)C)OC)C)OC. Drug 1: CC12CCC(CC1=CCC3C2CCC4(C3CC=C4C5=CN=CC=C5)C)O. Synergy scores: CSS=52.8, Synergy_ZIP=11.4, Synergy_Bliss=11.4, Synergy_Loewe=-3.22, Synergy_HSA=11.3. (2) Drug 1: C1=NC2=C(N=C(N=C2N1C3C(C(C(O3)CO)O)O)F)N. Drug 2: CCN(CC)CCNC(=O)C1=C(NC(=C1C)C=C2C3=C(C=CC(=C3)F)NC2=O)C. Cell line: SR. Synergy scores: CSS=9.74, Synergy_ZIP=-3.28, Synergy_Bliss=-4.06, Synergy_Loewe=-5.91, Synergy_HSA=-1.92. (3) Drug 1: C1CCC(C1)C(CC#N)N2C=C(C=N2)C3=C4C=CNC4=NC=N3. Drug 2: CCCS(=O)(=O)NC1=C(C(=C(C=C1)F)C(=O)C2=CNC3=C2C=C(C=N3)C4=CC=C(C=C4)Cl)F. Cell line: EKVX. Synergy scores: CSS=4.44, Synergy_ZIP=-1.91, Synergy_Bliss=-4.50, Synergy_Loewe=-3.89, Synergy_HSA=-3.38.